From a dataset of Forward reaction prediction with 1.9M reactions from USPTO patents (1976-2016). Predict the product of the given reaction. Given the reactants [CH3:1][C:2]1[C:11]2[C:6](=[CH:7][C:8]([O:12][CH3:13])=[CH:9][CH:10]=2)[CH2:5][CH2:4][N:3]=1.C(O[BH-](OC(=O)C)OC(=O)C)(=O)C.[Na+], predict the reaction product. The product is: [CH3:1][CH:2]1[C:11]2[C:6](=[CH:7][C:8]([O:12][CH3:13])=[CH:9][CH:10]=2)[CH2:5][CH2:4][NH:3]1.